From a dataset of Full USPTO retrosynthesis dataset with 1.9M reactions from patents (1976-2016). Predict the reactants needed to synthesize the given product. (1) Given the product [CH2:13]([C:2]1[CH:11]=[C:10]([CH2:29][CH:28]([CH3:34])[CH3:33])[CH:9]=[C:8]2[C:3]=1[CH:4]=[CH:5][N:6]=[CH:7]2)[CH:14]([CH3:16])[CH3:15], predict the reactants needed to synthesize it. The reactants are: Cl[C:2]1[CH:11]=[C:10](Cl)[CH:9]=[C:8]2[C:3]=1[CH:4]=[CH:5][N:6]=[CH:7]2.[CH2:13](B(O)O)[CH:14]([CH3:16])[CH3:15].[O-]P([O-])([O-])=O.[K+].[K+].[K+].[C:28]1([CH3:34])[CH:33]=CC=C[CH:29]=1. (2) Given the product [CH:9]([N:12]([C:20]1[S:21][C:22]([Sn:29]([CH2:30][CH2:31][CH2:32][CH3:33])([CH2:34][CH2:35][CH2:36][CH3:37])[CH2:25][CH2:26][CH2:27][CH3:28])=[CH:23][N:24]=1)[C:13](=[O:19])[O:14][C:15]([CH3:18])([CH3:16])[CH3:17])([CH3:11])[CH3:10], predict the reactants needed to synthesize it. The reactants are: [Li+].CC([N-]C(C)C)C.[CH:9]([N:12]([C:20]1[S:21][CH:22]=[CH:23][N:24]=1)[C:13](=[O:19])[O:14][C:15]([CH3:18])([CH3:17])[CH3:16])([CH3:11])[CH3:10].[CH2:25]([Sn:29](Cl)([CH2:34][CH2:35][CH2:36][CH3:37])[CH2:30][CH2:31][CH2:32][CH3:33])[CH2:26][CH2:27][CH3:28].